Dataset: Forward reaction prediction with 1.9M reactions from USPTO patents (1976-2016). Task: Predict the product of the given reaction. (1) The product is: [Cl:3][C:4]1[C:9]([Cl:10])=[CH:8][CH:7]=[CH:6][C:5]=1[S:11][C:12]1[S:16][C:15]([CH:17]([OH:19])[CH3:18])=[CH:14][C:13]=1[N+:20]([O-:22])=[O:21]. Given the reactants [BH4-].[Na+].[Cl:3][C:4]1[C:9]([Cl:10])=[CH:8][CH:7]=[CH:6][C:5]=1[S:11][C:12]1[S:16][C:15]([C:17](=[O:19])[CH3:18])=[CH:14][C:13]=1[N+:20]([O-:22])=[O:21], predict the reaction product. (2) Given the reactants [Br:1][C:2]1[C:3](F)=[C:4]2[C:10]([NH:11][C:12](=[O:19])[C:13]3[CH:18]=[CH:17][CH:16]=[N:15][CH:14]=3)=[CH:9][NH:8][C:5]2=[N:6][CH:7]=1.[CH3:21][C:22]1([NH:28]C(=O)OC(C)(C)C)[CH2:27][CH2:26][CH2:25][NH:24][CH2:23]1.CCN(C(C)C)C(C)C.C(O)(C(F)(F)F)=O.C(Cl)[Cl:53], predict the reaction product. The product is: [ClH:53].[NH2:28][C:22]1([CH3:21])[CH2:27][CH2:26][CH2:25][N:24]([C:3]2[C:2]([Br:1])=[CH:7][N:6]=[C:5]3[NH:8][CH:9]=[C:10]([NH:11][C:12](=[O:19])[C:13]4[CH:18]=[CH:17][CH:16]=[N:15][CH:14]=4)[C:4]=23)[CH2:23]1. (3) Given the reactants [NH2:1][CH2:2][CH:3]1[CH2:8][CH2:7][O:6][CH2:5][CH2:4]1.F[C:10]1[CH:15]=[CH:14][C:13]([N:16]([CH3:20])[C:17](=[O:19])[CH3:18])=[CH:12][C:11]=1[N+:21]([O-:23])=[O:22], predict the reaction product. The product is: [CH3:20][N:16]([C:13]1[CH:14]=[CH:15][C:10]([NH:1][CH2:2][CH:3]2[CH2:8][CH2:7][O:6][CH2:5][CH2:4]2)=[C:11]([N+:21]([O-:23])=[O:22])[CH:12]=1)[C:17](=[O:19])[CH3:18]. (4) Given the reactants [OH-].[K+].[Br:3][C:4]1[C:9]([OH:10])=[CH:8][CH:7]=[CH:6][N:5]=1.C=O.[C:13](O)(=[O:15])C, predict the reaction product. The product is: [Br:3][C:4]1[C:9]([OH:10])=[CH:8][CH:7]=[C:6]([CH2:13][OH:15])[N:5]=1.